Dataset: Full USPTO retrosynthesis dataset with 1.9M reactions from patents (1976-2016). Task: Predict the reactants needed to synthesize the given product. Given the product [CH2:14]([N:16]([CH2:17][CH3:18])[C:3]1[C:11]([O:12][CH3:13])=[CH:10][CH:9]=[CH:8][C:4]=1[C:5]([OH:7])=[O:6])[CH3:15], predict the reactants needed to synthesize it. The reactants are: CO[C:3]1[C:11]([O:12][CH3:13])=[CH:10][CH:9]=[CH:8][C:4]=1[C:5]([OH:7])=[O:6].[CH2:14]([N-:16][CH2:17][CH3:18])[CH3:15].[Li+].O.